This data is from Catalyst prediction with 721,799 reactions and 888 catalyst types from USPTO. The task is: Predict which catalyst facilitates the given reaction. (1) Reactant: [C:1]([C:5]1[CH:10]=[CH:9][CH:8]=[CH:7][C:6]=1[N:11]1[CH2:16][CH2:15][N:14]([C:17](=[O:21])[C:18](O)=[O:19])[CH2:13][CH2:12]1)([CH3:4])([CH3:3])[CH3:2].Cl.[CH2:23]([O:30][C:31]1[CH:37]=[CH:36][C:34]([NH2:35])=[CH:33][CH:32]=1)[C:24]1[CH:29]=[CH:28][CH:27]=[CH:26][CH:25]=1.C(N(CC)CC)C.CCN=C=NCCCN(C)C.C1C=CC2N(O)N=NC=2C=1.C([O-])(O)=O.[Na+]. Product: [CH2:23]([O:30][C:31]1[CH:32]=[CH:33][C:34]([NH:35][C:18](=[O:19])[C:17]([N:14]2[CH2:13][CH2:12][N:11]([C:6]3[CH:7]=[CH:8][CH:9]=[CH:10][C:5]=3[C:1]([CH3:3])([CH3:2])[CH3:4])[CH2:16][CH2:15]2)=[O:21])=[CH:36][CH:37]=1)[C:24]1[CH:25]=[CH:26][CH:27]=[CH:28][CH:29]=1. The catalyst class is: 9. (2) Reactant: [F:1][C:2]1[CH:3]=[C:4]2[C:10]([C:11]3[N:16]=[C:15]([NH2:17])[C:14]([NH2:18])=[C:13]([NH2:19])[N:12]=3)=[N:9][N:8]([CH2:20][C:21]3[CH:26]=[CH:25][CH:24]=[CH:23][C:22]=3[F:27])[C:5]2=[N:6][CH:7]=1.Cl[C:29]([O:31][CH3:32])=[O:30]. Product: [NH2:19][C:13]1[C:14]([NH:18][C:29](=[O:30])[O:31][CH3:32])=[C:15]([NH2:17])[N:16]=[C:11]([C:10]2[C:4]3[C:5](=[N:6][CH:7]=[C:2]([F:1])[CH:3]=3)[N:8]([CH2:20][C:21]3[CH:26]=[CH:25][CH:24]=[CH:23][C:22]=3[F:27])[N:9]=2)[N:12]=1. The catalyst class is: 529. (3) Reactant: B(Br)(Br)Br.C[O:6][C:7]1[CH:18]=[CH:17][C:10]2[O:11][CH:12]([CH3:16])[C:13](=[O:15])[NH:14][C:9]=2[CH:8]=1. Product: [OH:6][C:7]1[CH:18]=[CH:17][C:10]2[O:11][CH:12]([CH3:16])[C:13](=[O:15])[NH:14][C:9]=2[CH:8]=1. The catalyst class is: 2. (4) Reactant: [CH2:1]([NH:8][C:9](=[O:15])[C@H:10]1[CH2:14][CH2:13][CH2:12][NH:11]1)[C:2]1[CH:7]=[CH:6][CH:5]=[CH:4][CH:3]=1.[CH:16]1([CH2:22]Br)[CH2:21][CH2:20][CH2:19][CH2:18][CH2:17]1. Product: [CH2:1]([NH:8][C:9](=[O:15])[C@H:10]1[CH2:14][CH2:13][CH2:12][N:11]1[CH2:22][CH:16]1[CH2:21][CH2:20][CH2:19][CH2:18][CH2:17]1)[C:2]1[CH:3]=[CH:4][CH:5]=[CH:6][CH:7]=1. The catalyst class is: 3. (5) The catalyst class is: 27. Product: [Si:9]([O:16][CH2:17][CH2:18][CH2:19][C:20]1([CH3:33])[CH:29]([CH:1]=[O:2])[C:28](=[O:30])[C:27]2[C:22](=[CH:23][CH:24]=[C:25]([O:31][CH3:32])[CH:26]=2)[O:21]1)([C:12]([CH3:14])([CH3:13])[CH3:15])([CH3:10])[CH3:11]. Reactant: [CH:1](OCC)=[O:2].C[O-].[Na+].[Si:9]([O:16][CH2:17][CH2:18][CH2:19][C:20]1([CH3:33])[CH2:29][C:28](=[O:30])[C:27]2[C:22](=[CH:23][CH:24]=[C:25]([O:31][CH3:32])[CH:26]=2)[O:21]1)([C:12]([CH3:15])([CH3:14])[CH3:13])([CH3:11])[CH3:10].